The task is: Predict the reactants needed to synthesize the given product.. This data is from Full USPTO retrosynthesis dataset with 1.9M reactions from patents (1976-2016). Given the product [Cl:8][C:5]1([NH:36][C:26](=[O:27])[C:25]2[CH:29]=[CH:30][C:22]([C:19]3[CH2:18][C:17]([C:12]4[CH:11]=[C:10]([Cl:9])[CH:15]=[C:14]([Cl:16])[CH:13]=4)([C:32]([F:35])([F:34])[F:33])[O:21][N:20]=3)=[CH:23][C:24]=2[CH3:31])[N:6]=[CH:7][CH:2]=[CH:3][NH:4]1, predict the reactants needed to synthesize it. The reactants are: N[C:2]1[CH:3]=[N:4][C:5]([Cl:8])=[N:6][CH:7]=1.[Cl:9][C:10]1[CH:11]=[C:12]([C:17]2([C:32]([F:35])([F:34])[F:33])[O:21][N:20]=[C:19]([C:22]3[CH:30]=[CH:29][C:25]([C:26](Cl)=[O:27])=[C:24]([CH3:31])[CH:23]=3)[CH2:18]2)[CH:13]=[C:14]([Cl:16])[CH:15]=1.[N:36]1C=CC=CC=1.